Task: Predict which catalyst facilitates the given reaction.. Dataset: Catalyst prediction with 721,799 reactions and 888 catalyst types from USPTO (1) Reactant: [CH2:1]([O:4][N:5]([C@@H:18]1[C:23]([C:24]([N:26]([CH3:28])[CH3:27])=[O:25])=[CH:22][C@@H:21]([CH2:29][O:30][CH3:31])[NH:20][CH2:19]1)S(C1C=CC=CC=1[N+]([O-])=O)(=O)=O)[CH:2]=[CH2:3].C(=O)([O-])[O-].[K+].[K+].C1(S)C=CC=CC=1. Product: [CH2:1]([O:4][NH:5][C@@H:18]1[C:23]([C:24]([N:26]([CH3:28])[CH3:27])=[O:25])=[CH:22][C@@H:21]([CH2:29][O:30][CH3:31])[NH:20][CH2:19]1)[CH:2]=[CH2:3]. The catalyst class is: 10. (2) Reactant: [CH3:1][CH:2]1[CH2:7][CH2:6][N:5]([C:8]2[CH:13]=[CH:12][N:11]=[CH:10][C:9]=2[N+:14]([O-])=O)[CH2:4][CH:3]1[NH:17][P:18](=[O:25])([O:22][CH2:23][CH3:24])[O:19][CH2:20][CH3:21]. Product: [NH2:14][C:9]1[CH:10]=[N:11][CH:12]=[CH:13][C:8]=1[N:5]1[CH2:6][CH2:7][CH:2]([CH3:1])[CH:3]([NH:17][P:18](=[O:25])([O:22][CH2:23][CH3:24])[O:19][CH2:20][CH3:21])[CH2:4]1. The catalyst class is: 99. (3) Reactant: C[O:2][C:3](=[O:32])[CH2:4][N:5]1[CH2:10][CH2:9][N:8]([C:11]2[CH:16]=[CH:15][C:14]([O:17][CH3:18])=[C:13]([O:19][CH:20]3[CH2:24][CH2:23][CH2:22][CH2:21]3)[CH:12]=2)[CH2:7][C@@H:6]1[CH2:25][C:26]1[CH:31]=[CH:30][CH:29]=[CH:28][CH:27]=1.O.[OH-].[Li+]. Product: [CH2:25]([C@H:6]1[CH2:7][N:8]([C:11]2[CH:16]=[CH:15][C:14]([O:17][CH3:18])=[C:13]([O:19][CH:20]3[CH2:24][CH2:23][CH2:22][CH2:21]3)[CH:12]=2)[CH2:9][CH2:10][N:5]1[CH2:4][C:3]([OH:32])=[O:2])[C:26]1[CH:27]=[CH:28][CH:29]=[CH:30][CH:31]=1. The catalyst class is: 1.